Dataset: Full USPTO retrosynthesis dataset with 1.9M reactions from patents (1976-2016). Task: Predict the reactants needed to synthesize the given product. Given the product [CH3:24][N:21]1[CH2:20][CH2:19][N:18]([C:16]2[CH:17]=[C:12]([N:8]3[CH:7]([CH3:26])[CH2:6][C:5]4[C:10](=[CH:11][C:2]([C:3]5[CH:2]=[CH:11][N:34]([CH2:26][C:7]6[CH:6]=[CH:5][CH:10]=[CH:9][N:8]=6)[N:33]=5)=[CH:3][CH:4]=4)[CH2:9]3)[N:13]=[C:14]([NH2:25])[N:15]=2)[CH2:23][CH2:22]1, predict the reactants needed to synthesize it. The reactants are: Br[C:2]1[CH:11]=[C:10]2[C:5]([CH2:6][CH:7]([CH3:26])[N:8]([C:12]3[CH:17]=[C:16]([N:18]4[CH2:23][CH2:22][N:21]([CH3:24])[CH2:20][CH2:19]4)[N:15]=[C:14]([NH2:25])[N:13]=3)[CH2:9]2)=[CH:4][CH:3]=1.C(=O)([O-])[O-].[Na+].[Na+].[N:33]#[N:34].